From a dataset of Forward reaction prediction with 1.9M reactions from USPTO patents (1976-2016). Predict the product of the given reaction. (1) Given the reactants Cl[C:2]([O:4][CH2:5][Cl:6])=[O:3].[CH2:7]([NH:14][CH2:15][C:16]1[CH:21]=[CH:20][CH:19]=[CH:18][CH:17]=1)[C:8]1[CH:13]=[CH:12][CH:11]=[CH:10][CH:9]=1.C(N(C(C)C)CC)(C)C, predict the reaction product. The product is: [CH2:15]([N:14]([CH2:7][C:8]1[CH:13]=[CH:12][CH:11]=[CH:10][CH:9]=1)[C:2](=[O:3])[O:4][CH2:5][Cl:6])[C:16]1[CH:21]=[CH:20][CH:19]=[CH:18][CH:17]=1. (2) Given the reactants [CH:1]1([N:6]([C:10]2[CH:11]=[C:12]3[C:17](=[CH:18][C:19]=2[CH3:20])[C:16](OC2C=CC=CC=2)=[N:15][CH:14]=[CH:13]3)[C:7](=[O:9])[CH3:8])[CH2:5][CH2:4][CH2:3][CH2:2]1.[NH2:28][CH2:29][C:30]1[CH:31]=[C:32]([CH:35]=[CH:36][C:37]=1[O:38][CH2:39][C:40]1[CH:45]=[CH:44][CH:43]=[CH:42][CH:41]=1)[C:33]#[N:34], predict the reaction product. The product is: [C:7]([N:6]([CH:1]1[CH2:5][CH2:4][CH2:3][CH2:2]1)[C:10]1[CH:11]=[C:12]2[C:17](=[CH:18][C:19]=1[CH3:20])[C:16]([NH:28][CH2:29][C:30]1[CH:31]=[C:32]([CH:35]=[CH:36][C:37]=1[O:38][CH2:39][C:40]1[CH:45]=[CH:44][CH:43]=[CH:42][CH:41]=1)[C:33]#[N:34])=[N:15][CH:14]=[CH:13]2)(=[O:9])[CH3:8]. (3) Given the reactants C[O:2][C:3](=[O:27])[C:4]1[CH:9]=[CH:8][C:7]([C:10]2[CH2:14][C:13]([C:19]3[CH:24]=[C:23]([Cl:25])[CH:22]=[C:21]([Cl:26])[CH:20]=3)([C:15]([F:18])([F:17])[F:16])[O:12][N:11]=2)=[CH:6][CH:5]=1.[OH-].[K+].Cl, predict the reaction product. The product is: [Cl:26][C:21]1[CH:20]=[C:19]([C:13]2([C:15]([F:17])([F:16])[F:18])[O:12][N:11]=[C:10]([C:7]3[CH:6]=[CH:5][C:4]([C:3]([OH:27])=[O:2])=[CH:9][CH:8]=3)[CH2:14]2)[CH:24]=[C:23]([Cl:25])[CH:22]=1. (4) Given the reactants [CH:1]([NH:4][CH:5]([CH3:7])C)([CH3:3])C.[Li]CCCC.[C:13](=[N:16][CH2:17][CH:18]([CH3:20])[CH3:19])([CH3:15])[CH3:14].CSC1CCCN=1, predict the reaction product. The product is: [CH3:14]/[C:13](/[NH:16][CH2:17][CH:18]([CH3:20])[CH3:19])=[CH:15]/[C:1]1[CH2:3][CH2:7][CH2:5][N:4]=1. (5) The product is: [F:23][C:22]1[C:2]([N:24]2[CH2:28][CH2:27][CH2:26][CH2:25]2)=[CH:3][C:4]2[N:13]=[CH:12][C:11]3[N:10]([CH3:14])[CH:9]=[C:8]([C:15]([O:17][CH2:18][CH3:19])=[O:16])[C:7](=[O:20])[C:6]=3[C:5]=2[CH:21]=1. Given the reactants F[C:2]1[C:22]([F:23])=[CH:21][C:5]2[C:6]3[C:7](=[O:20])[C:8]([C:15]([O:17][CH2:18][CH3:19])=[O:16])=[CH:9][N:10]([CH3:14])[C:11]=3[CH:12]=[N:13][C:4]=2[CH:3]=1.[NH:24]1[CH2:28][CH2:27][CH2:26][CH2:25]1, predict the reaction product.